This data is from Forward reaction prediction with 1.9M reactions from USPTO patents (1976-2016). The task is: Predict the product of the given reaction. The product is: [NH:1]1[C:9]2[C:4](=[CH:5][CH:6]=[CH:7][CH:8]=2)[CH:3]=[C:2]1[C:10]([NH2:15])=[O:12]. Given the reactants [NH:1]1[C:9]2[C:4](=[CH:5][CH:6]=[CH:7][CH:8]=2)[CH:3]=[C:2]1[C:10]([OH:12])=O.C(N1C=CN=C1)([N:15]1C=CN=C1)=O.[NH4+].[OH-], predict the reaction product.